Dataset: Reaction yield outcomes from USPTO patents with 853,638 reactions. Task: Predict the reaction yield, written as a fraction of the theoretical maximum amount of product (1.0 means a 100% yield; for example, 0.34 means a 34% yield). (1) The reactants are O[C:2]1[CH:7]=[CH:6][C:5]([CH:8]=[CH:9][C:10](=[O:12])[CH3:11])=[CH:4][C:3]=1[O:13][CH3:14].N1C=CN=C1.[Si:20](Cl)([C:23]([CH3:26])([CH3:25])[CH3:24])([CH3:22])[CH3:21].CN(C)[CH:30]=[O:31]. The catalyst is C(OCC)(=O)C. The product is [C:23]([Si:20]([CH3:22])([CH3:21])[O:31][CH2:30][C:2]1[CH:7]=[CH:6][C:5]([CH:8]=[CH:9][C:10](=[O:12])[CH3:11])=[CH:4][C:3]=1[O:13][CH3:14])([CH3:26])([CH3:25])[CH3:24]. The yield is 0.730. (2) The reactants are [OH:1][C:2]1([C:11]#[C:12][C:13]2[CH:21]=[CH:20][CH:19]=CC=2C(O)=O)[CH:7]([CH3:8])[CH2:6][CH2:5][CH2:4][C:3]1([CH3:10])[CH3:9].ON1C2C=C[CH:30]=[CH:31][C:26]=2N=N1.Cl.C(N=C=N[CH2:38][CH2:39][CH2:40][N:41]([CH3:43])[CH3:42])C.N1([C:50]([O:52][CH2:53][CH3:54])=[O:51])CCCCC1.C(N(CC)CC)C.[OH2:62]. The catalyst is ClCCl. The product is [CH2:53]([O:52][C:50]([CH:43]1[CH2:30][CH2:31][CH2:26][CH2:42][N:41]1[C:40](=[O:62])[C:39]1[CH:38]=[CH:19][CH:20]=[CH:21][C:13]=1[C:12]#[C:11][C:2]1([OH:1])[CH:7]([CH3:8])[CH2:6][CH2:5][CH2:4][C:3]1([CH3:9])[CH3:10])=[O:51])[CH3:54]. The yield is 0.660. (3) The reactants are [CH2:1]([N:8]1[C:13](=[O:14])[C:12]2[C:15]([CH3:18])=[N:16][S:17][C:11]=2[N:10]=[C:9]1[CH2:19][CH:20]([CH3:22])[CH3:21])[C:2]1[CH:7]=[CH:6][CH:5]=[CH:4][CH:3]=1.C([O-])(=O)C.[Na+].[Br:28]Br.CCOC(C)=O. The catalyst is C(O)(=O)C. The product is [CH2:1]([N:8]1[C:13](=[O:14])[C:12]2[C:15]([CH3:18])=[N:16][S:17][C:11]=2[N:10]=[C:9]1[CH:19]([Br:28])[CH:20]([CH3:22])[CH3:21])[C:2]1[CH:3]=[CH:4][CH:5]=[CH:6][CH:7]=1. The yield is 0.990. (4) The reactants are [OH:1][N:2]1C2C=CC=CC=2N=N1.Cl.C(N=C=NCCCN(C)C)C.[CH2:23]([O:27][C:28]1[CH:33]=[CH:32][C:31]([S:34]([CH2:37][NH:38][CH2:39][CH:40]([N:44]2[CH2:49][CH2:48][N:47]([S:50]([CH3:53])(=[O:52])=[O:51])[CH2:46][CH2:45]2)[C:41](O)=[O:42])(=[O:36])=[O:35])=[CH:30][CH:29]=1)[C:24]#[C:25][CH3:26].C(O)(=O)CC(CC(O)=O)(C(O)=O)O. The catalyst is CN(C)C=O. The product is [CH2:23]([O:27][C:28]1[CH:33]=[CH:32][C:31]([S:34]([CH2:37][NH:38][CH2:39][CH:40]([N:44]2[CH2:45][CH2:46][N:47]([S:50]([CH3:53])(=[O:51])=[O:52])[CH2:48][CH2:49]2)[C:41]([NH:2][OH:1])=[O:42])(=[O:36])=[O:35])=[CH:30][CH:29]=1)[C:24]#[C:25][CH3:26]. The yield is 0.500.